This data is from Full USPTO retrosynthesis dataset with 1.9M reactions from patents (1976-2016). The task is: Predict the reactants needed to synthesize the given product. (1) Given the product [F:1][C:2]1[CH:3]=[C:4]([CH2:9][CH2:10][C:11](=[O:12])[C:13]2[S:14][C:15]([C:18]3[CH:23]=[CH:22][C:21]([C:24]([F:27])([F:25])[F:26])=[CH:20][CH:19]=3)=[CH:16][CH:17]=2)[CH:5]=[CH:6][C:7]=1[O:8][CH:29]([CH2:37][CH3:38])[C:30]([O:32][C:33]([CH3:36])([CH3:35])[CH3:34])=[O:31], predict the reactants needed to synthesize it. The reactants are: [F:1][C:2]1[CH:3]=[C:4]([CH2:9][CH2:10][C:11]([C:13]2[S:14][C:15]([C:18]3[CH:23]=[CH:22][C:21]([C:24]([F:27])([F:26])[F:25])=[CH:20][CH:19]=3)=[CH:16][CH:17]=2)=[O:12])[CH:5]=[CH:6][C:7]=1[OH:8].Br[CH:29]([CH2:37][CH3:38])[C:30]([O:32][C:33]([CH3:36])([CH3:35])[CH3:34])=[O:31]. (2) Given the product [CH3:25][O:26][C:27](=[O:37])[CH2:28][O:29][C:30]1[CH:35]=[CH:34][CH:33]=[C:32]([NH:36][C:2]2[C:3]3[C:10]([C:11]4[CH:12]=[CH:13][C:14]([O:17][CH3:18])=[CH:15][CH:16]=4)=[C:9]([C:19]4[CH:20]=[CH:21][CH:22]=[CH:23][CH:24]=4)[O:8][C:4]=3[N:5]=[CH:6][N:7]=2)[CH:31]=1, predict the reactants needed to synthesize it. The reactants are: Cl[C:2]1[C:3]2[C:10]([C:11]3[CH:16]=[CH:15][C:14]([O:17][CH3:18])=[CH:13][CH:12]=3)=[C:9]([C:19]3[CH:24]=[CH:23][CH:22]=[CH:21][CH:20]=3)[O:8][C:4]=2[N:5]=[CH:6][N:7]=1.[CH3:25][O:26][C:27](=[O:37])[CH2:28][O:29][C:30]1[CH:35]=[CH:34][CH:33]=[C:32]([NH2:36])[CH:31]=1.